Dataset: Reaction yield outcomes from USPTO patents with 853,638 reactions. Task: Predict the reaction yield, written as a fraction of the theoretical maximum amount of product (1.0 means a 100% yield; for example, 0.34 means a 34% yield). (1) The reactants are [Br:1][C:2]1[CH:3]=[C:4]([CH:7]=[CH:8][C:9]=1F)[CH:5]=[O:6].[F:11][C:12]1[CH:17]=[C:16]([F:18])[CH:15]=[CH:14][C:13]=1[OH:19].C(=O)([O-])[O-].[Cs+].[Cs+]. The catalyst is CS(C)=O. The product is [Br:1][C:2]1[CH:3]=[C:4]([CH:7]=[CH:8][C:9]=1[O:19][C:13]1[CH:14]=[CH:15][C:16]([F:18])=[CH:17][C:12]=1[F:11])[CH:5]=[O:6]. The yield is 0.680. (2) The reactants are C[O:2][C:3]([C:5]1[N:6]([C:27]2[CH:32]=[CH:31][CH:30]=[CH:29][C:28]=2[C:33]([F:36])([F:35])[F:34])[S:7](=[O:26])(=[O:25])[C:8]2[CH:24]=[CH:23][CH:22]=[CH:21][C:9]=2[C:10]=1[C:11]1[CH:16]=[C:15]([O:17][CH3:18])[CH:14]=[C:13]([O:19][CH3:20])[CH:12]=1)=[O:4].O.[OH-].[Li+]. The catalyst is CO.O. The product is [CH3:18][O:17][C:15]1[CH:16]=[C:11]([C:10]2[C:9]3[CH:21]=[CH:22][CH:23]=[CH:24][C:8]=3[S:7](=[O:26])(=[O:25])[N:6]([C:27]3[CH:32]=[CH:31][CH:30]=[CH:29][C:28]=3[C:33]([F:36])([F:34])[F:35])[C:5]=2[C:3]([OH:4])=[O:2])[CH:12]=[C:13]([O:19][CH3:20])[CH:14]=1. The yield is 0.660. (3) The catalyst is CO. The reactants are [CH2:1]([O:3][C:4](=[O:32])[C:5]([CH3:31])([CH3:30])[CH2:6][C:7]1[CH:12]=[CH:11][C:10]([C:13](=[O:29])[C:14]2[CH:19]=[CH:18][C:17]([CH2:20][C:21]([C:24]([O:26][CH2:27][CH3:28])=[O:25])([CH3:23])[CH3:22])=[CH:16][CH:15]=2)=[CH:9][CH:8]=1)[CH3:2].[BH4-].[Na+].O.ClCCl. The yield is 0.820. The product is [CH2:1]([O:3][C:4](=[O:32])[C:5]([CH3:30])([CH3:31])[CH2:6][C:7]1[CH:8]=[CH:9][C:10]([CH:13]([C:14]2[CH:15]=[CH:16][C:17]([CH2:20][C:21]([C:24]([O:26][CH2:27][CH3:28])=[O:25])([CH3:23])[CH3:22])=[CH:18][CH:19]=2)[OH:29])=[CH:11][CH:12]=1)[CH3:2]. (4) The reactants are [CH3:1][C:2]1[N:7]=[C:6]([C:8]([OH:10])=O)[C:5]([O:11][CH3:12])=[CH:4][CH:3]=1.CCN(C(C)C)C(C)C.CN(C(ON1N=NC2C=CC=CC1=2)=[N+](C)C)C.[B-](F)(F)(F)F.[C@@H:44]12[CH2:50][C@@H:49]1[CH2:48][C@@H:47]([CH2:51][NH:52][C:53]1[CH:58]=[CH:57][C:56]([C:59]([F:62])([F:61])[F:60])=[CH:55][N:54]=1)[NH:46][CH2:45]2. The catalyst is CN(C=O)C. The product is [CH3:1][C:2]1[N:7]=[C:6]([C:8]([N:46]2[C@H:47]([CH2:51][NH:52][C:53]3[CH:58]=[CH:57][C:56]([C:59]([F:60])([F:61])[F:62])=[CH:55][N:54]=3)[CH2:48][C@@H:49]3[C@@H:44]([CH2:50]3)[CH2:45]2)=[O:10])[C:5]([O:11][CH3:12])=[CH:4][CH:3]=1. The yield is 0.530. (5) The reactants are [Cl:1][C:2]1[C:11]2[C:6](=[CH:7][C:8]([OH:14])=[C:9]([C:12]#[N:13])[CH:10]=2)[N:5]=[CH:4][CH:3]=1.[N:15]1([CH2:20][CH2:21][CH2:22]O)[CH:19]=[CH:18][N:17]=[N:16]1. No catalyst specified. The product is [Cl:1][C:2]1[C:11]2[C:6](=[CH:7][C:8]([O:14][CH2:22][CH2:21][CH2:20][N:15]3[CH:19]=[CH:18][N:17]=[N:16]3)=[C:9]([C:12]#[N:13])[CH:10]=2)[N:5]=[CH:4][CH:3]=1. The yield is 0.860. (6) The reactants are C([C:4]1[CH:9]=[C:8]([C:10]([OH:19])([C:15]([F:18])([F:17])[F:16])[C:11]([F:14])([F:13])[F:12])[CH:7]=[CH:6][C:5]=1CC([O-])=O)CC.C(N(CC)[CH:28]([CH3:30])[CH3:29])(C)C.[CH3:33][O:34][CH2:35]Cl.C(=O)([O-])[O-:38].[K+].[K+]. The catalyst is ClCCl.O.CO. The product is [F:13][C:11]([F:14])([F:12])[C:10]([C:8]1[CH:7]=[CH:6][C:5]([OH:38])=[C:4]([CH2:30][CH2:28][CH3:29])[CH:9]=1)([O:19][CH2:33][O:34][CH3:35])[C:15]([F:16])([F:18])[F:17]. The yield is 0.790. (7) The reactants are COC1C=CC(P2(SP(C3C=CC(OC)=CC=3)(=S)S2)=[S:10])=CC=1.[Cl:23][C:24]1[C:39]([C:40]([F:43])([F:42])[F:41])=[CH:38][CH:37]=[CH:36][C:25]=1[CH2:26][N:27]1[C@@H:32]([CH3:33])[CH2:31][NH:30][C:29](=O)[C:28]1=[O:35]. The catalyst is C1COCC1. The product is [Cl:23][C:24]1[C:39]([C:40]([F:43])([F:42])[F:41])=[CH:38][CH:37]=[CH:36][C:25]=1[CH2:26][N:27]1[C@@H:32]([CH3:33])[CH2:31][NH:30][C:29](=[S:10])[C:28]1=[O:35]. The yield is 0.900.